From a dataset of Reaction yield outcomes from USPTO patents with 853,638 reactions. Predict the reaction yield, written as a fraction of the theoretical maximum amount of product (1.0 means a 100% yield; for example, 0.34 means a 34% yield). The reactants are [CH3:1][O:2][C:3]1[CH:4]=[C:5]([O:15][C:16]2[CH:17]=[N:18][C:19]([CH2:22][O:23][CH3:24])=[CH:20][CH:21]=2)[CH:6]=[C:7]2[C:11]=1[NH:10][C:9]([C:12]([NH2:14])=O)=[CH:8]2.COC1C=CC(P2(SP(C3C=CC(OC)=CC=3)(=S)S2)=[S:34])=CC=1. The catalyst is O1CCCC1. The product is [CH3:1][O:2][C:3]1[CH:4]=[C:5]([O:15][C:16]2[CH:17]=[N:18][C:19]([CH2:22][O:23][CH3:24])=[CH:20][CH:21]=2)[CH:6]=[C:7]2[C:11]=1[NH:10][C:9]([C:12](=[S:34])[NH2:14])=[CH:8]2. The yield is 1.00.